Dataset: Catalyst prediction with 721,799 reactions and 888 catalyst types from USPTO. Task: Predict which catalyst facilitates the given reaction. (1) Product: [F:25][C:22]([F:23])([F:24])[C:18]1[CH:17]=[C:16]([S:13]([N:12]2[C:6]3[C:7](=[N:8][CH:9]=[C:4]([NH2:1])[CH:5]=3)[CH:10]=[N:11]2)(=[O:15])=[O:14])[CH:21]=[CH:20][CH:19]=1. Reactant: [N+:1]([C:4]1[CH:5]=[C:6]2[N:12]([S:13]([C:16]3[CH:21]=[CH:20][CH:19]=[C:18]([C:22]([F:25])([F:24])[F:23])[CH:17]=3)(=[O:15])=[O:14])[N:11]=[CH:10][C:7]2=[N:8][CH:9]=1)([O-])=O. The catalyst class is: 19. (2) Reactant: [CH2:1]([O:3][C:4]([C:6]1[C:11]([NH2:12])=[N:10]C(C(F)(F)F)=C[N:7]=1)=[O:5])[CH3:2].C([O:19]C(=O)C(N)C(=N)N)C.C(C(C(F)(F)F)=O)=O.C([O-])(=O)C.[Na+]. Product: [CH2:1]([O:3][C:4](=[O:5])[CH:6]([C:11](=[NH:10])[NH2:12])[N:7]=[O:19])[CH3:2]. The catalyst class is: 6.